This data is from Forward reaction prediction with 1.9M reactions from USPTO patents (1976-2016). The task is: Predict the product of the given reaction. (1) Given the reactants [CH:1]1([S:6][CH:7]([C:11]2[CH:16]=[CH:15][C:14]3[O:17][CH2:18][O:19][C:13]=3[CH:12]=2)[C:8]([OH:10])=O)[CH2:5][CH2:4][CH2:3][CH2:2]1.[NH2:20][C:21]1[CH:26]=[CH:25][CH:24]=[CH:23][N:22]=1, predict the reaction product. The product is: [CH:1]1([S:6][CH:7]([C:11]2[CH:16]=[CH:15][C:14]3[O:17][CH2:18][O:19][C:13]=3[CH:12]=2)[C:8]([NH:20][C:21]2[CH:26]=[CH:25][CH:24]=[CH:23][N:22]=2)=[O:10])[CH2:2][CH2:3][CH2:4][CH2:5]1. (2) Given the reactants [CH2:1]([C@@H:5]1[NH:11][CH2:10][C@@H:9]([C:12]2[CH:17]=[CH:16][CH:15]=[CH:14][CH:13]=2)[CH2:8][NH:7][C:6]1=[O:18])[CH:2]([CH3:4])[CH3:3].[C:19]1([C@@H:25]2[CH2:27][C@H:26]2[C:28](O)=[O:29])[CH:24]=[CH:23][CH:22]=[CH:21][CH:20]=1.C([C@@H]1N(C(=O)/C=C/C2C=CC=CC=2)C[C@H](CC(C)C)NC1=O)C(C)C, predict the reaction product. The product is: [CH2:1]([C@@H:5]1[N:11]([C:28]([C@@H:26]2[CH2:27][C@H:25]2[C:19]2[CH:24]=[CH:23][CH:22]=[CH:21][CH:20]=2)=[O:29])[CH2:10][C@@H:9]([C:12]2[CH:13]=[CH:14][CH:15]=[CH:16][CH:17]=2)[CH2:8][NH:7][C:6]1=[O:18])[CH:2]([CH3:4])[CH3:3]. (3) The product is: [Cl:15][C:8]1[CH:9]=[C:10]2[N:2]([CH3:1])[CH2:3][CH2:4][N:5]2[C:6](=[O:12])[N:7]=1. Given the reactants [CH3:1][N:2]1[C:10]2[N:5]([C:6](=[O:12])[NH:7][C:8](=O)[CH:9]=2)[CH2:4][CH2:3]1.O=P(Cl)(Cl)[Cl:15], predict the reaction product. (4) Given the reactants [CH2:1]([N:8]1[CH:12]=[C:11]([C:13]([OH:19])=[C:14]([C:17]#[N:18])[C:15]#[N:16])[CH:10]=[N:9]1)[C:2]1[CH:7]=[CH:6][CH:5]=[CH:4][CH:3]=1.[CH:20](OC)(OC)OC, predict the reaction product. The product is: [CH2:1]([N:8]1[CH:12]=[C:11]([C:13]([O:19][CH3:20])=[C:14]([C:15]#[N:16])[C:17]#[N:18])[CH:10]=[N:9]1)[C:2]1[CH:3]=[CH:4][CH:5]=[CH:6][CH:7]=1. (5) Given the reactants [CH3:1][O:2][C:3]1[CH:4]=[C:5]([NH:13][C:14]([CH2:16][CH2:17][CH2:18][C:19]([O:21]CC)=[O:20])=[O:15])[CH:6]=[C:7]([O:11][CH3:12])[C:8]=1[O:9][CH3:10].[OH-].[Na+].O, predict the reaction product. The product is: [CH3:12][O:11][C:7]1[CH:6]=[C:5]([NH:13][C:14]([CH2:16][CH2:17][CH2:18][C:19]([OH:21])=[O:20])=[O:15])[CH:4]=[C:3]([O:2][CH3:1])[C:8]=1[O:9][CH3:10].